Dataset: Full USPTO retrosynthesis dataset with 1.9M reactions from patents (1976-2016). Task: Predict the reactants needed to synthesize the given product. Given the product [CH2:1]([O:3][C:4]([C:5]1([CH3:9])[CH2:7][CH2:6]1)=[O:10])[CH3:2], predict the reactants needed to synthesize it. The reactants are: [CH2:1]([O:3][C:4](=[O:10])[CH:5]([CH3:9])[CH2:6][CH2:7]Cl)[CH3:2].[NH2-].[Na+].